Dataset: hERG potassium channel inhibition data for cardiac toxicity prediction from Karim et al.. Task: Regression/Classification. Given a drug SMILES string, predict its toxicity properties. Task type varies by dataset: regression for continuous values (e.g., LD50, hERG inhibition percentage) or binary classification for toxic/non-toxic outcomes (e.g., AMES mutagenicity, cardiotoxicity, hepatotoxicity). Dataset: herg_karim. (1) The drug is C[C@@H]1CNC[C@H]2Cc3ccc(COCC4CC4)nc3N12. The result is 0 (non-blocker). (2) The compound is CN1CCN(Cc2ccc3c(c2)Cc2c(-c4csc(C#CCCc5ccccc5)c4)n[nH]c2-3)CC1. The result is 1 (blocker). (3) The molecule is N#Cc1ccc(N2N=C(c3ccc4[nH]c(=O)oc4c3)CC2c2ccc(C(=O)O)cc2)cc1. The result is 0 (non-blocker). (4) The drug is NC1(C(=O)NC(CCCN2CCOCC2)c2ccc(Cl)cc2)CCN(c2ncnc3[nH]ccc23)CC1. The result is 0 (non-blocker). (5) The drug is O=C(Cc1ccccc1)NCCN(c1ccccc1)c1ccccc1. The result is 1 (blocker). (6) The molecule is CS(=O)(=O)N1CCN(Cc2cc3nc(-c4cccc5[nH]ncc45)nc(N4CCOCC4)c3s2)CC1. The result is 0 (non-blocker). (7) The molecule is O=C(Cc1cc(Cl)cc(Cl)c1)NC1N=C(c2ccccc2)c2ccccc2N(CC(F)(F)F)C1=O. The result is 1 (blocker).